Dataset: Peptide-MHC class I binding affinity with 185,985 pairs from IEDB/IMGT. Task: Regression. Given a peptide amino acid sequence and an MHC pseudo amino acid sequence, predict their binding affinity value. This is MHC class I binding data. The binding affinity (normalized) is 0.378. The peptide sequence is AIDMSHFIK. The MHC is HLA-A68:01 with pseudo-sequence HLA-A68:01.